This data is from Catalyst prediction with 721,799 reactions and 888 catalyst types from USPTO. The task is: Predict which catalyst facilitates the given reaction. (1) Reactant: [CH2:1]([CH:8]([CH2:22][C:23]1[CH:28]=[CH:27][CH:26]=[CH:25][CH:24]=1)[CH2:9][NH:10][C:11]1[C:20]2[C:15](=[CH:16][CH:17]=[CH:18][CH:19]=2)[N:14]=[C:13](Cl)[N:12]=1)[C:2]1[CH:7]=[CH:6][CH:5]=[CH:4][CH:3]=1.[CH3:29][C:30]1[C:35](B(O)O)=[CH:34][N:33]2[CH:39]=[CH:40][N:41]=[C:32]2[CH:31]=1.C(NC1C2C(=CC=CC=2)N=C(C2SC3C=CC=CC=3C=2)N=1)(C1C=CC=CC=1)C1C=CC=CC=1. Product: [CH2:1]([CH:8]([CH2:22][C:23]1[CH:28]=[CH:27][CH:26]=[CH:25][CH:24]=1)[CH2:9][NH:10][C:11]1[C:20]2[C:15](=[CH:16][CH:17]=[CH:18][CH:19]=2)[N:14]=[C:13]([C:35]2[C:30]([CH3:29])=[CH:31][C:32]3[N:33]([CH:39]=[CH:40][N:41]=3)[CH:34]=2)[N:12]=1)[C:2]1[CH:7]=[CH:6][CH:5]=[CH:4][CH:3]=1. The catalyst class is: 147. (2) Reactant: C[O:2][C:3]1[CH:4]=[C:5]2[C:9](=[CH:10][CH:11]=1)[NH:8][N:7]=[CH:6]2.B(Br)(Br)Br.O.C(=O)([O-])O.[Na+]. Product: [OH:2][C:3]1[CH:4]=[C:5]2[C:9](=[CH:10][CH:11]=1)[NH:8][N:7]=[CH:6]2. The catalyst class is: 4. (3) Product: [OH:8][C:7]1[CH:6]=[N:5][N:4]([CH:9]2[CH2:14][CH2:13][CH2:12][CH2:11][O:10]2)[C:3](=[O:15])[CH:2]=1. The catalyst class is: 19. Reactant: Cl[C:2]1[C:3](=[O:15])[N:4]([CH:9]2[CH2:14][CH2:13][CH2:12][CH2:11][O:10]2)[N:5]=[CH:6][C:7]=1[OH:8].C(N(CC)CC)C. (4) Reactant: O[CH2:2][CH2:3][CH:4]1[O:9][CH2:8][CH2:7][N:6]([C:10]([O:12][C:13]([CH3:16])([CH3:15])[CH3:14])=[O:11])[CH2:5]1.N1C=CN=C1.[Br:22]C(Br)(Br)Br. Product: [Br:22][CH2:2][CH2:3][CH:4]1[O:9][CH2:8][CH2:7][N:6]([C:10]([O:12][C:13]([CH3:16])([CH3:15])[CH3:14])=[O:11])[CH2:5]1. The catalyst class is: 2. (5) Reactant: [Cl:1][C:2]1[C:7]2[CH:8]=[C:9]([S:11](Cl)(=[O:13])=[O:12])[S:10][C:6]=2[CH:5]=[CH:4][N:3]=1.N1C=CC=C[CH:16]=1.[C:21]1(C)[CH:26]=[CH:25][CH:24]=[CH:23][C:22]=1[NH2:27].C(OC([N:36]1[CH2:41][CH2:40][NH:39][CH2:38][CH2:37]1)=O)(C)(C)C.C([O-])([O-])=O.[K+].[K+]. Product: [ClH:1].[C:25]1([CH3:16])[CH:26]=[CH:21][C:22]([NH:27][S:11]([C:9]2[S:10][C:6]3[CH:5]=[CH:4][N:3]=[C:2]([N:36]4[CH2:41][CH2:40][NH:39][CH2:38][CH2:37]4)[C:7]=3[CH:8]=2)(=[O:13])=[O:12])=[CH:23][CH:24]=1. The catalyst class is: 91. (6) Reactant: [CH3:1][N:2]([CH2:4][CH:5]1[CH2:9][CH2:8][CH2:7][NH:6]1)[CH3:3].[Cl:10][C:11]1[C:17](Cl)=[CH:16][C:14]([NH2:15])=[C:13]([N+:19]([O-:21])=[O:20])[CH:12]=1.C(=O)([O-])[O-].[K+].[K+]. Product: [Cl:10][C:11]1[C:17]([N:6]2[CH2:7][CH2:8][CH2:9][CH:5]2[CH2:4][N:2]([CH3:3])[CH3:1])=[CH:16][C:14]([NH2:15])=[C:13]([N+:19]([O-:21])=[O:20])[CH:12]=1. The catalyst class is: 16. (7) Reactant: [C-:1]#[N:2].[K+].CS(O[CH2:9][CH2:10][CH:11]([C:24]1[CH:29]=[CH:28][C:27]([Cl:30])=[CH:26][C:25]=1[Cl:31])[C:12]1[C:20]2[C:15](=[C:16]([CH2:21][S:22][CH3:23])[CH:17]=[CH:18][CH:19]=2)[NH:14][CH:13]=1)(=O)=O. Product: [Cl:31][C:25]1[CH:26]=[C:27]([Cl:30])[CH:28]=[CH:29][C:24]=1[CH:11]([C:12]1[C:20]2[C:15](=[C:16]([CH2:21][S:22][CH3:23])[CH:17]=[CH:18][CH:19]=2)[NH:14][CH:13]=1)[CH2:10][CH2:9][C:1]#[N:2]. The catalyst class is: 3. (8) Reactant: CC([O-])(C)C.[K+].[CH2:7]([O:9][C:10](=[O:30])[CH2:11][CH2:12][N:13]([C:20]([O:22][CH2:23][C:24]1[CH:29]=[CH:28][CH:27]=[CH:26][CH:25]=1)=[O:21])[CH2:14][C:15](OCC)=[O:16])[CH3:8].[NH4+].[Cl-]. Product: [CH2:7]([O:9][C:10]([CH:11]1[C:15](=[O:16])[CH2:14][N:13]([C:20]([O:22][CH2:23][C:24]2[CH:29]=[CH:28][CH:27]=[CH:26][CH:25]=2)=[O:21])[CH2:12]1)=[O:30])[CH3:8]. The catalyst class is: 1. (9) Reactant: [Cl:1][C:2]1[CH:7]=[CH:6][C:5]([N:8](S(CCC)(=O)=O)[S:9]([CH2:12][CH2:13][CH3:14])(=[O:11])=[O:10])=[CH:4][C:3]=1[N+:21]([O-:23])=[O:22].C1COCC1.[OH-].[Na+]. The catalyst class is: 5. Product: [Cl:1][C:2]1[CH:7]=[CH:6][C:5]([NH:8][S:9]([CH2:12][CH2:13][CH3:14])(=[O:11])=[O:10])=[CH:4][C:3]=1[N+:21]([O-:23])=[O:22].